From a dataset of Catalyst prediction with 721,799 reactions and 888 catalyst types from USPTO. Predict which catalyst facilitates the given reaction. (1) Reactant: [OH:1][C:2]1[C:10]([OH:11])=[CH:9][CH:8]=[CH:7][C:3]=1[C:4]([OH:6])=[O:5].[C:12]1(C)C=CC(S(O)(=O)=O)=CC=1.O. Product: [OH:1][C:2]1[C:10]([OH:11])=[CH:9][CH:8]=[CH:7][C:3]=1[C:4]([O:6][CH3:12])=[O:5]. The catalyst class is: 5. (2) Reactant: [CH2:1]([C:8]1[S:12][C:11]2[CH:13]=[CH:14][CH:15]=[CH:16][C:10]=2[CH:9]=1)[C:2]1[CH:7]=[CH:6][CH:5]=[CH:4][CH:3]=1.[C:17](Cl)(=[O:26])[C:18]1[CH:23]=[CH:22][C:21]([O:24][CH3:25])=[CH:20][CH:19]=1.[Sn](Cl)(Cl)(Cl)Cl. Product: [CH2:1]([C:8]1[S:12][C:11]2[CH:13]=[CH:14][CH:15]=[CH:16][C:10]=2[C:9]=1[C:17]([C:18]1[CH:23]=[CH:22][C:21]([O:24][CH3:25])=[CH:20][CH:19]=1)=[O:26])[C:2]1[CH:3]=[CH:4][CH:5]=[CH:6][CH:7]=1. The catalyst class is: 534. (3) Reactant: Cl[C:2]1[N:7]=[CH:6][C:5]2[N:8]=[C:9]([N:14]([CH3:16])[CH3:15])[N:10]([CH:11]([CH3:13])[CH3:12])[C:4]=2[CH:3]=1.[CH:17]1([S:20]([N:23]2[CH:27]=[C:26]([C:28]3[N:33]=[C:32]([NH2:34])[CH:31]=[CH:30][N:29]=3)[CH:25]=[N:24]2)(=[O:22])=[O:21])[CH2:19][CH2:18]1.C1(P(C2CCCCC2)C2C=CC=CC=2C2C(C(C)C)=CC(C(C)C)=CC=2C(C)C)CCCCC1.C(=O)([O-])[O-].[Cs+].[Cs+]. Product: [CH:17]1([S:20]([N:23]2[CH:27]=[C:26]([C:28]3[N:33]=[C:32]([NH:34][C:2]4[N:7]=[CH:6][C:5]5[N:8]=[C:9]([N:14]([CH3:16])[CH3:15])[N:10]([CH:11]([CH3:13])[CH3:12])[C:4]=5[CH:3]=4)[CH:31]=[CH:30][N:29]=3)[CH:25]=[N:24]2)(=[O:21])=[O:22])[CH2:19][CH2:18]1. The catalyst class is: 62. (4) Reactant: [C@:1]12(CS(O)(=O)=O)[C:2](C)([CH3:4])[CH:1]([CH2:7][CH2:7]1)[CH2:4][C:2]2=O.[NH2:16][C@:17]1([C:24]([O-:26])=[O:25])[CH2:21][C:20](=[O:22])[NH:19][C:18]1=[O:23].[C:27]([O-])(=O)[CH3:28].[Na+].COC1CCC(OC)O1. Product: [O:23]=[C:18]1[C@@:17]([N:16]2[CH:4]=[CH:2][CH:1]=[CH:7]2)([C:24]([O:26][CH2:27][CH3:28])=[O:25])[CH2:21][C:20](=[O:22])[NH:19]1. The catalyst class is: 342.